This data is from Full USPTO retrosynthesis dataset with 1.9M reactions from patents (1976-2016). The task is: Predict the reactants needed to synthesize the given product. (1) Given the product [CH3:1][O:2][C:3]([C:5]1([C:9]2[CH:14]=[CH:13][C:12]([NH:15][C:16]3[CH:21]=[C:20]([C:22]4[CH:27]=[CH:26][CH:25]=[CH:24][CH:23]=4)[N:19]=[C:18]([C:33]4[CH:34]=[CH:35][C:30]([F:29])=[CH:31][CH:32]=4)[N:17]=3)=[CH:11][CH:10]=2)[CH2:8][CH2:7][CH2:6]1)=[O:4], predict the reactants needed to synthesize it. The reactants are: [CH3:1][O:2][C:3]([C:5]1([C:9]2[CH:14]=[CH:13][C:12]([NH:15][C:16]3[CH:21]=[C:20]([C:22]4[CH:27]=[CH:26][CH:25]=[CH:24][CH:23]=4)[N:19]=[C:18](Cl)[N:17]=3)=[CH:11][CH:10]=2)[CH2:8][CH2:7][CH2:6]1)=[O:4].[F:29][C:30]1[CH:35]=[CH:34][C:33](B(O)O)=[CH:32][CH:31]=1.C1(B(O)O)C=CC=CC=1. (2) The reactants are: [C:1]([O:5][C:6](=[O:29])[NH:7][C:8]1[CH:13]=[C:12]([S:14]C#N)[C:11]([C:17]([CH3:20])([CH3:19])[CH3:18])=[CH:10][C:9]=1[NH:21][C:22]([O:24][C:25]([CH3:28])([CH3:27])[CH3:26])=[O:23])([CH3:4])([CH3:3])[CH3:2].S.[Na].[BH4-].[Na+].CO. Given the product [C:1]([O:5][C:6](=[O:29])[NH:7][C:8]1[CH:13]=[C:12]([SH:14])[C:11]([C:17]([CH3:18])([CH3:19])[CH3:20])=[CH:10][C:9]=1[NH:21][C:22]([O:24][C:25]([CH3:28])([CH3:27])[CH3:26])=[O:23])([CH3:2])([CH3:3])[CH3:4], predict the reactants needed to synthesize it. (3) Given the product [Br:1][C:2]1[C:3](=[O:29])[N:4]([C:20]2[CH:21]=[C:22]([CH:26]=[CH:27][CH:28]=2)[C:23]([NH2:25])=[O:24])[C:5]([CH2:18][N:53]2[C:49](=[O:59])[C:50]3[C:51](=[CH:55][CH:56]=[CH:57][CH:58]=3)[C:52]2=[O:54])=[CH:6][C:7]=1[O:8][CH2:9][C:10]1[CH:15]=[CH:14][C:13]([F:16])=[CH:12][C:11]=1[F:17], predict the reactants needed to synthesize it. The reactants are: [Br:1][C:2]1[C:3](=[O:29])[N:4]([C:20]2[CH:21]=[C:22]([CH:26]=[CH:27][CH:28]=2)[C:23]([NH2:25])=[O:24])[C:5]([CH2:18]O)=[CH:6][C:7]=1[O:8][CH2:9][C:10]1[CH:15]=[CH:14][C:13]([F:16])=[CH:12][C:11]=1[F:17].C1(P(C2C=CC=CC=2)C2C=CC=CC=2)C=CC=CC=1.[C:49]1(=[O:59])[NH:53][C:52](=[O:54])[C:51]2=[CH:55][CH:56]=[CH:57][CH:58]=[C:50]12.N(C(OCC)=O)=NC(OCC)=O. (4) Given the product [C:1]1([S:7]([NH:11][C:12]2[CH:13]=[CH:14][C:15]([O:18][C:19](=[O:28])[N:20]([CH3:27])[C:21]3[CH:26]=[CH:25][CH:24]=[CH:23][CH:22]=3)=[N:16][CH:17]=2)(=[O:9])=[O:8])[CH:6]=[CH:5][CH:4]=[CH:3][CH:2]=1, predict the reactants needed to synthesize it. The reactants are: [C:1]1([S:7](Cl)(=[O:9])=[O:8])[CH:6]=[CH:5][CH:4]=[CH:3][CH:2]=1.[NH2:11][C:12]1[CH:13]=[CH:14][C:15]([O:18][C:19](=[O:28])[N:20]([CH3:27])[C:21]2[CH:26]=[CH:25][CH:24]=[CH:23][CH:22]=2)=[N:16][CH:17]=1.C(N(CC)CC)C. (5) Given the product [CH2:1]([O:8][C:9]1[CH:25]=[C:24]([N+:26]([O-:28])=[O:27])[C:23]([CH2:29][CH2:30][Cl:31])=[C:22]2[C:10]=1[NH:11][C:12]([C:18]([F:19])([F:20])[F:21])=[C:13]2[C:14]([O:16][CH3:17])=[O:15])[C:2]1[CH:7]=[CH:6][CH:5]=[CH:4][CH:3]=1, predict the reactants needed to synthesize it. The reactants are: [CH2:1]([O:8][C:9]1[CH:25]=[C:24]([N+:26]([O-:28])=[O:27])[C:23]([CH2:29][CH2:30][Cl:31])=[CH:22][C:10]=1[NH:11][C:12]([C:18]([F:21])([F:20])[F:19])=[CH:13][C:14]([O:16][CH3:17])=[O:15])[C:2]1[CH:7]=[CH:6][CH:5]=[CH:4][CH:3]=1. (6) Given the product [CH:23]([C:20]1[CH:21]=[CH:22][C:17]([CH2:16][C:15]([N:12]2[CH2:11][CH2:10][C:9]3[C:14](=[C:5]([C:3]([OH:4])=[O:2])[CH:6]=[CH:7][C:8]=3[O:27][CH3:28])[CH2:13]2)=[O:26])=[CH:18][CH:19]=1)([CH3:25])[CH3:24], predict the reactants needed to synthesize it. The reactants are: C[O:2][C:3]([C:5]1[CH:6]=[CH:7][C:8]([O:27][CH3:28])=[C:9]2[C:14]=1[CH2:13][N:12]([C:15](=[O:26])[CH2:16][C:17]1[CH:22]=[CH:21][C:20]([CH:23]([CH3:25])[CH3:24])=[CH:19][CH:18]=1)[CH2:11][CH2:10]2)=[O:4].[OH-].[Li+].O. (7) Given the product [OH:38][C:16]1[CH:15]=[C:14]2[C:19]([C:11]([CH2:10][N:2]([CH3:1])[C:3](=[O:9])[O:4][C:5]([CH3:6])([CH3:7])[CH3:8])=[CH:12][N:13]2[S:29]([C:32]2[CH:33]=[N:34][CH:35]=[CH:36][CH:37]=2)(=[O:31])=[O:30])=[CH:18][CH:17]=1, predict the reactants needed to synthesize it. The reactants are: [CH3:1][N:2]([CH2:10][C:11]1[C:19]2[C:14](=[CH:15][C:16](B3OC(C)(C)C(C)(C)O3)=[CH:17][CH:18]=2)[N:13]([S:29]([C:32]2[CH:33]=[N:34][CH:35]=[CH:36][CH:37]=2)(=[O:31])=[O:30])[CH:12]=1)[C:3](=[O:9])[O:4][C:5]([CH3:8])([CH3:7])[CH3:6].[OH-:38].[Na+].OO.